This data is from Experimentally validated miRNA-target interactions with 360,000+ pairs, plus equal number of negative samples. The task is: Binary Classification. Given a miRNA mature sequence and a target amino acid sequence, predict their likelihood of interaction. The miRNA is mmu-miR-7026-5p with sequence UUCUGAGACCAUGGGGUAUAU. The protein sequence of the target gene is MAFRRAEGTSMIQALAMTVAEIPVFLYTTFGQSAFSQLRLTPGLRKVLFATALGTVALALAAHQLKRRRRRKKQVGPEMGGEQLGTVPLPILLARKVPSVKKGYSSRRVQSPSSKSNDTLSGISSIEPSKHSGSSHSVASMMAVNSSSPTAACSGLWDARGMEESLTTSDGNAESLYMQGMELFEEALQKWEQALSVGQRGDSGSTPMPRDGLRNPETASEPLSEPESQRKEFAEKLESLLHRAYHLQEEFGSTFPADSMLLDLERTLMLPLTEGSLRLRADDEDSLTSEDSFFSATELF.... Result: 0 (no interaction).